Dataset: Forward reaction prediction with 1.9M reactions from USPTO patents (1976-2016). Task: Predict the product of the given reaction. (1) Given the reactants [Cl-].[OH:2][CH2:3][CH2:4][N+:5]1([CH3:23])[CH2:11][CH2:10][CH2:9][N:8]([C:12](=[O:22])[NH:13][C:14]2[CH:19]=[C:18]([Cl:20])[CH:17]=[C:16]([Cl:21])[CH:15]=2)[CH2:7][CH2:6]1.[Br-].OCC[N+]1(C)CCCN(C(=O)NC2C=C(Cl)C=C(Cl)C=2)CC1.[Br-].C([N+]1(C)CCCN(C(=O)NC2C=C(Cl)C=C(Cl)C=2)CC1)CC.[Br-].C1(C[N+]2(C)CCCN(C(=O)NC3C=C(Cl)C=C(Cl)C=3)CC2)CC1.[Br-].C([N+]1(C)CCCN(C(=O)NC2C=C(Cl)C=C(Cl)C=2)CC1)C1C=CC=CC=1.[I-:121].C[N+]1(C)CCCN(C(=O)NC2C=CC=C(Cl)C=2)CC1.[I-].C([N+]1(C)CCCN(C(=O)NC2C=CC=C(Cl)C=2)CC1)C=C.[I-].OCC[N+]1(C)CCN(C(=O)NC2C=CC=C(Cl)C=2)CC1, predict the reaction product. The product is: [I-:121].[OH:2][CH2:3][CH2:4][N+:5]1([CH3:23])[CH2:11][CH2:10][CH2:9][N:8]([C:12](=[O:22])[NH:13][C:14]2[CH:15]=[C:16]([Cl:21])[CH:17]=[C:18]([Cl:20])[CH:19]=2)[CH2:7][CH2:6]1. (2) Given the reactants [Cl:1][C:2]1[CH:7]=[C:6]([O:8][C:9]2[CH:14]=[CH:13][C:12]([N+:15]([O-])=O)=[CH:11][CH:10]=2)[N:5]=[CH:4][N:3]=1, predict the reaction product. The product is: [Cl:1][C:2]1[N:3]=[CH:4][N:5]=[C:6]([O:8][C:9]2[CH:14]=[CH:13][C:12]([NH2:15])=[CH:11][CH:10]=2)[CH:7]=1. (3) Given the reactants [NH2:1][C:2]1[CH:7]=[CH:6][C:5]([OH:8])=[CH:4][CH:3]=1.[CH3:9][C:10]1([CH3:18])[CH2:16][C:15](=O)[O:14][C:12](=[O:13])[CH2:11]1.C, predict the reaction product. The product is: [OH:8][C:5]1[CH:6]=[CH:7][C:2]([N:1]2[C:12](=[O:13])[CH2:11][C:10]([CH3:18])([CH3:9])[CH2:16][C:15]2=[O:14])=[CH:3][CH:4]=1. (4) The product is: [F:27][C:2]([F:1])([F:26])[C:3]1[CH:4]=[C:5]([CH2:9][CH2:10][C:11]2[O:12][C:15]([C:17]3[CH:25]=[CH:24][C:20]4[N:21]=[CH:22][S:23][C:19]=4[CH:18]=3)=[N:14][N:13]=2)[CH:6]=[CH:7][CH:8]=1. Given the reactants [F:1][C:2]([F:27])([F:26])[C:3]1[CH:4]=[C:5]([CH2:9][CH2:10][C:11]([NH:13][NH:14][C:15]([C:17]2[CH:25]=[CH:24][C:20]3[N:21]=[CH:22][S:23][C:19]=3[CH:18]=2)=O)=[O:12])[CH:6]=[CH:7][CH:8]=1.C1(C)C=CC(S(Cl)(=O)=O)=CC=1, predict the reaction product. (5) Given the reactants [H-].[Na+].[NH:3]1[CH:7]=[C:6]([C:8]([O:10][CH3:11])=[O:9])N=[CH:4]1.[CH3:12][Si:13]([CH2:16][CH2:17][O:18][CH2:19]Cl)([CH3:15])[CH3:14].[CH3:21]N(C=O)C, predict the reaction product. The product is: [CH3:12][Si:13]([CH3:15])([CH3:14])[CH2:16][CH2:17][O:18][CH2:19][N:3]1[CH:4]=[CH:21][C:6]([C:8]([O:10][CH3:11])=[O:9])=[CH:7]1. (6) Given the reactants [Cl:1][C:2]1[CH:19]=[CH:18][C:5](/[CH:6]=[N:7]/[C:8]2[CH:17]=[CH:16][C:11]([C:12]([O:14][CH3:15])=[O:13])=[CH:10][CH:9]=2)=[CH:4][C:3]=1[N+:20]([O-:22])=[O:21], predict the reaction product. The product is: [Cl:1][C:2]1[CH:19]=[CH:18][C:5]([CH:6]2[C:11]([CH3:16])([CH3:10])[CH:12]([OH:13])[C:17]3[C:8](=[CH:9][CH:10]=[C:11]([C:12]([O:14][CH3:15])=[O:13])[CH:16]=3)[NH:7]2)=[CH:4][C:3]=1[N+:20]([O-:22])=[O:21].